Dataset: Orexin1 receptor HTS with 218,158 compounds and 233 confirmed actives. Task: Binary Classification. Given a drug SMILES string, predict its activity (active/inactive) in a high-throughput screening assay against a specified biological target. (1) The compound is S=c1n(c(=O)c2c([nH]1)cc(C(=O)NCC1OCCC1)cc2)c1ccc(F)cc1. The result is 0 (inactive). (2) The molecule is o1c2c(cc(c1=O)C(OCC(=O)Nc1c(ccc(c1)C)C)=O)cccc2. The result is 0 (inactive). (3) The result is 0 (inactive). The drug is O=C(NC1CCCC1)COC(=O)CCOc1ccc(cc1)C. (4) The molecule is Fc1ccc(C(=O)c2n3c(c(c2C)/C=N\NC(OCC)=O)cccc3)cc1. The result is 0 (inactive). (5) The drug is O=C(NC(CC(C)C)C(=O)N1CCN(CC1)c1ncccc1)C1CCCCC1. The result is 0 (inactive).